From a dataset of Reaction yield outcomes from USPTO patents with 853,638 reactions. Predict the reaction yield, written as a fraction of the theoretical maximum amount of product (1.0 means a 100% yield; for example, 0.34 means a 34% yield). (1) The reactants are [C:1]([O:4][C@H:5]1[CH2:9][C@H:8]([N:10]2[CH:18]=[N:17][C:16]3[C:11]2=[N:12][CH:13]=[N:14][C:15]=3[NH:19][C@@H:20]2[C:28]3[C:23](=[CH:24][CH:25]=[CH:26][CH:27]=3)[CH2:22][CH2:21]2)[O:7][C@@H:6]1[CH2:29][OH:30])(=[O:3])[CH3:2].Cl[S:32]([NH2:35])(=[O:34])=[O:33]. No catalyst specified. The product is [C:1]([O:4][C@H:5]1[CH2:9][C@H:8]([N:10]2[CH:18]=[N:17][C:16]3[C:11]2=[N:12][CH:13]=[N:14][C:15]=3[NH:19][C@@H:20]2[C:28]3[C:23](=[CH:24][CH:25]=[CH:26][CH:27]=3)[CH2:22][CH2:21]2)[O:7][C@@H:6]1[CH2:29][O:30][S:32]([NH2:35])(=[O:34])=[O:33])(=[O:3])[CH3:2]. The yield is 0.740. (2) The reactants are [F:1][C:2]1[CH:7]=[CH:6][CH:5]=[CH:4][C:3]=1[C:8](=[O:11])[CH2:9][CH3:10].[Br:12]Br. The catalyst is C(O)(=O)C. The yield is 0.970. The product is [Br:12][CH:9]([CH3:10])[C:8]([C:3]1[CH:4]=[CH:5][CH:6]=[CH:7][C:2]=1[F:1])=[O:11]. (3) The catalyst is C1COCC1. The yield is 0.690. The product is [F:1][C:2]1[CH:7]=[C:6]([N+:8]([O-:10])=[O:9])[CH:5]=[CH:4][C:3]=1[C:11]([CH3:15])([CH3:14])[CH2:12][NH2:13]. The reactants are [F:1][C:2]1[CH:7]=[C:6]([N+:8]([O-:10])=[O:9])[CH:5]=[CH:4][C:3]=1[C:11]([CH3:15])([CH3:14])[C:12]#[N:13].B.C1COCC1. (4) The reactants are C(N1C(C2SC3CCOC4C=C(C5CN([CH2:27][C:28]([NH2:30])=[O:29])C5)C=CC=4C=3N=2)=NC=N1)(C)C.[NH:31]1[CH2:34][CH:33]([C:35]2[CH:36]=[CH:37][C:38]3[O:47][CH2:46][CH2:45][C:44]4[S:43][C:42]([C:48]5[N:49]([CH:53]([CH3:55])[CH3:54])[N:50]=[CH:51][N:52]=5)=[N:41][C:40]=4[C:39]=3[CH:56]=2)[CH2:32]1.BrCC(N)=O. The catalyst is CN(C=O)C. The product is [CH:53]([N:49]1[C:48]([C:42]2[S:43][C:44]3[CH2:45][CH2:46][O:47][C:38]4[CH:37]=[CH:36][C:35]([CH:33]5[CH2:34][N:31]([CH2:27][C:28]([NH2:30])=[O:29])[CH2:32]5)=[CH:56][C:39]=4[C:40]=3[N:41]=2)=[N:52][CH:51]=[N:50]1)([CH3:54])[CH3:55]. The yield is 0.530.